This data is from Catalyst prediction with 721,799 reactions and 888 catalyst types from USPTO. The task is: Predict which catalyst facilitates the given reaction. Reactant: [NH2:1][C:2]1[N:7]=[C:6]([N:8]2[C@H:13]([CH3:14])[CH2:12][CH2:11][C@H:10]([C:15](O)=[O:16])[CH2:9]2)[CH:5]=[C:4]([C:18]2[CH:23]=[CH:22][C:21]([C:24]#[N:25])=[C:20]([F:26])[CH:19]=2)[N:3]=1.CN(C(ON1N=NC2C=CC=NC1=2)=[N+](C)C)C.F[P-](F)(F)(F)(F)F.CCN(C(C)C)C(C)C.[F:60][C:61]1[CH:66]=[CH:65][CH:64]=[CH:63][C:62]=1[CH2:67][NH2:68]. Product: [NH2:1][C:2]1[N:7]=[C:6]([N:8]2[C@H:13]([CH3:14])[CH2:12][CH2:11][C@H:10]([C:15]([NH:68][CH2:67][C:62]3[CH:63]=[CH:64][CH:65]=[CH:66][C:61]=3[F:60])=[O:16])[CH2:9]2)[CH:5]=[C:4]([C:18]2[CH:23]=[CH:22][C:21]([C:24]#[N:25])=[C:20]([F:26])[CH:19]=2)[N:3]=1. The catalyst class is: 173.